Task: Predict the product of the given reaction.. Dataset: Forward reaction prediction with 1.9M reactions from USPTO patents (1976-2016) (1) Given the reactants Cl[C:2]1[N:7]=[C:6]([N:8]([CH2:18][CH3:19])[CH2:9][C:10]2[CH:15]=[CH:14][C:13]([O:16][CH3:17])=[CH:12][CH:11]=2)[C:5]2=[N:20][CH:21]=[C:22]([C:23]#[N:24])[N:4]2[N:3]=1.[NH2:25][C:26]1[C:27]([Cl:47])=[C:28]([N:34]2[CH2:39][CH2:38][C@@H:37]([NH:40][C:41](=[O:45])[O:42][CH2:43][CH3:44])[C@H:36]([OH:46])[CH2:35]2)[CH:29]=[C:30]([C:32]#[N:33])[CH:31]=1.C([O-])([O-])=O.[Cs+].[Cs+].CC1(C)C2C(=C(P(C3C=CC=CC=3)C3C=CC=CC=3)C=CC=2)OC2C(P(C3C=CC=CC=3)C3C=CC=CC=3)=CC=CC1=2, predict the reaction product. The product is: [Cl:47][C:27]1[C:26]([NH:25][C:2]2[N:7]=[C:6]([N:8]([CH2:18][CH3:19])[CH2:9][C:10]3[CH:15]=[CH:14][C:13]([O:16][CH3:17])=[CH:12][CH:11]=3)[C:5]3=[N:20][CH:21]=[C:22]([C:23]#[N:24])[N:4]3[N:3]=2)=[CH:31][C:30]([C:32]#[N:33])=[CH:29][C:28]=1[N:34]1[CH2:39][CH2:38][C@@H:37]([NH:40][C:41](=[O:45])[O:42][CH2:43][CH3:44])[C@H:36]([OH:46])[CH2:35]1. (2) Given the reactants Cl[CH2:2][O:3][CH2:4][CH2:5][Si:6]([CH3:9])([CH3:8])[CH3:7].C(N(CC)CC)C.[Br:17][C:18]1[N:23]=[C:22]2[NH:24][N:25]=[C:26]([C:27]3[CH:32]=[CH:31][CH:30]=[CH:29][CH:28]=3)[C:21]2=[C:20]([C:33]([F:36])([F:35])[F:34])[CH:19]=1.O, predict the reaction product. The product is: [Br:17][C:18]1[N:23]=[C:22]2[N:24]([CH2:2][O:3][CH2:4][CH2:5][Si:6]([CH3:9])([CH3:8])[CH3:7])[N:25]=[C:26]([C:27]3[CH:32]=[CH:31][CH:30]=[CH:29][CH:28]=3)[C:21]2=[C:20]([C:33]([F:35])([F:36])[F:34])[CH:19]=1.